From a dataset of Reaction yield outcomes from USPTO patents with 853,638 reactions. Predict the reaction yield, written as a fraction of the theoretical maximum amount of product (1.0 means a 100% yield; for example, 0.34 means a 34% yield). (1) The reactants are [F:1][C:2]([F:22])([F:21])[CH:3]([C:5]1[CH:10]=[CH:9][C:8]([O:11][C:12]2[CH:17]=[CH:16][CH:15]=[C:14]([F:18])[N:13]=2)=[C:7]([O:19][CH3:20])[CH:6]=1)O.CCN(S(F)(F)[F:29])CC. The catalyst is ClCCl. The product is [F:18][C:14]1[CH:15]=[CH:16][CH:17]=[C:12]([O:11][C:8]2[CH:9]=[CH:10][C:5]([CH:3]([F:29])[C:2]([F:22])([F:21])[F:1])=[CH:6][C:7]=2[O:19][CH3:20])[N:13]=1. The yield is 0.370. (2) The catalyst is C1COCC1. The product is [NH:1]([CH:8]1[CH2:9][C:10](=[O:11])[C:12]2[C:13](=[N:14][C:15]([Cl:18])=[CH:16][CH:17]=2)[N:20]1[C:21]1[CH:26]=[CH:25][CH:24]=[CH:23][CH:22]=1)[C:2]1[CH:7]=[CH:6][CH:5]=[CH:4][CH:3]=1. The reactants are [NH:1]([C:8]([NH:20][C:21]1[CH:26]=[CH:25][CH:24]=[CH:23][CH:22]=1)=[CH:9][C:10]([C:12]1[C:13](Cl)=[N:14][C:15]([Cl:18])=[CH:16][CH:17]=1)=[O:11])[C:2]1[CH:7]=[CH:6][CH:5]=[CH:4][CH:3]=1.[H-].[Na+]. The yield is 0.680.